Dataset: Catalyst prediction with 721,799 reactions and 888 catalyst types from USPTO. Task: Predict which catalyst facilitates the given reaction. (1) Reactant: [CH:1]([N-]C(C)C)(C)C.[Li+].[C:9](#N)CC.P(Cl)([O:18][CH2:19][CH3:20])(OCC)=O.C(C1N(CC2[CH:53]=[CH:52][C:39]3/[C:40](=[CH:49]/[C:50]#[N:51])/[C:41]4[CH:48]=[CH:47][CH:46]=[CH:45]C=4C[CH2:44][C:38]=3C=2)C2=NC(C)=CC(C)=C2N=1)C.[C:54]([O:57][CH2:58]C)(=[O:56])[CH3:55]. Product: [CH3:58][O:57][C:54]([C:55]1[CH:53]=[CH:52][C:39]2=[C:38]([CH:44]=1)[O:18][CH2:19][C:20]1[CH:45]=[CH:46][CH:47]=[CH:48][C:41]=1/[C:40]/2=[C:49](/[C:50]#[N:51])\[CH3:1])=[O:56].[CH3:58][O:57][C:54]([C:55]1[CH:53]=[CH:52][C:39]2=[C:38]([CH:44]=1)[O:18][CH2:19][C:20]1[CH:45]=[CH:46][CH:47]=[CH:48][C:41]=1/[C:40]/2=[C:49](\[C:50]#[N:51])/[CH3:9])=[O:56]. The catalyst class is: 20. (2) Reactant: [C@@H:1]12[CH2:8][C@@:5]([C:9]3[NH:13][C:12]4[CH:14]=[CH:15][CH:16]=[C:17]([C:18]([NH2:20])=[O:19])[C:11]=4[N:10]=3)([NH:6][CH2:7]1)[CH2:4][CH2:3][CH2:2]2.C=O.[C:23]([BH3-])#N.[Na+]. Product: [CH3:23][N:6]1[CH2:7][C@H:1]2[CH2:8][C@:5]1([C:9]1[NH:13][C:12]3[CH:14]=[CH:15][CH:16]=[C:17]([C:18]([NH2:20])=[O:19])[C:11]=3[N:10]=1)[CH2:4][CH2:3][CH2:2]2. The catalyst class is: 5. (3) Reactant: [Br:1][C:2]1[CH:3]=[C:4]([C:9](=[O:19])[CH2:10][C:11]2[CH:16]=[CH:15][CH:14]=[C:13]([Cl:17])[C:12]=2[Cl:18])[C:5]([Cl:8])=[N:6][CH:7]=1.C(Cl)Cl.O1CCCC1.[Br:28]Br. The catalyst class is: 15. Product: [Br:28][CH:10]([C:11]1[CH:16]=[CH:15][CH:14]=[C:13]([Cl:17])[C:12]=1[Cl:18])[C:9]([C:4]1[C:5]([Cl:8])=[N:6][CH:7]=[C:2]([Br:1])[CH:3]=1)=[O:19]. (4) Product: [Cl:1][C:2]1[C:9]([CH3:10])=[C:8]([C:11]2[C@@H:12]([OH:20])[C@@H:13]3[C@H:18]([OH:19])[CH2:17][CH2:16][N:14]3[N:15]=2)[CH:7]=[CH:6][C:3]=1[C:4]#[N:5]. Reactant: [Cl:1][C:2]1[C:9]([CH3:10])=[C:8]([C:11]2[C@@H:12]([O:20]C3CCCCO3)[C@@H:13]3[C@H:18]([OH:19])[CH2:17][CH2:16][N:14]3[N:15]=2)[CH:7]=[CH:6][C:3]=1[C:4]#[N:5].C1(C)C=CC(S(O)(=O)=O)=CC=1. The catalyst class is: 5. (5) Reactant: [Cl:1][C:2]1[CH:3]=[N:4][CH:5]=[CH:6][C:7]=1[CH2:8]O.[Br:10]P(Br)Br. Product: [BrH:10].[Br:10][CH2:8][C:7]1[CH:6]=[CH:5][N:4]=[CH:3][C:2]=1[Cl:1]. The catalyst class is: 4.